This data is from Forward reaction prediction with 1.9M reactions from USPTO patents (1976-2016). The task is: Predict the product of the given reaction. (1) Given the reactants [Cl:1][C:2]1[CH:7]=[CH:6][C:5]([S:8]([NH:11][C:12]2[CH:13]=[CH:14][CH:15]=[C:16]3[C:21]=2[N:20]=[C:19]([Cl:22])[CH:18]=[CH:17]3)(=[O:10])=[O:9])=[C:4]([N+:23]([O-])=O)[CH:3]=1.Cl[Sn]Cl, predict the reaction product. The product is: [NH2:23][C:4]1[CH:3]=[C:2]([Cl:1])[CH:7]=[CH:6][C:5]=1[S:8]([NH:11][C:12]1[CH:13]=[CH:14][CH:15]=[C:16]2[C:21]=1[N:20]=[C:19]([Cl:22])[CH:18]=[CH:17]2)(=[O:9])=[O:10]. (2) Given the reactants Cl[C:2]1[CH:7]=[CH:6][C:5]([N+:8]([O-:10])=[O:9])=[CH:4][C:3]=1[N+:11]([O-])=O.CN(C)[CH:16]=[S:17].C(O)C, predict the reaction product. The product is: [N+:8]([C:5]1[CH:6]=[CH:7][C:2]2[S:17][CH:16]=[N:11][C:3]=2[CH:4]=1)([O-:10])=[O:9]. (3) Given the reactants Br[C:2]1[N:7]=[N:6][C:5]([NH2:8])=[N:4][CH:3]=1.C(N([CH2:16][CH3:17])C(C)C)(C)C.[Cl-].[Li+].C([Sn](CC[CH2:33][CH3:34])(CCCC)CCCC)=C.CN(C)C=[O:38], predict the reaction product. The product is: [CH2:33]([O:38][C:16]([C:2]1[N:7]=[N:6][C:5]([NH2:8])=[N:4][CH:3]=1)=[CH2:17])[CH3:34].